This data is from Peptide-MHC class II binding affinity with 134,281 pairs from IEDB. The task is: Regression. Given a peptide amino acid sequence and an MHC pseudo amino acid sequence, predict their binding affinity value. This is MHC class II binding data. (1) The peptide sequence is GVWAPFNVLKVIRSE. The MHC is H-2-IAb with pseudo-sequence H-2-IAb. The binding affinity (normalized) is 0.714. (2) The peptide sequence is YDKFKANVSTVLTGK. The MHC is DRB1_1602 with pseudo-sequence DRB1_1602. The binding affinity (normalized) is 0.745.